Dataset: Full USPTO retrosynthesis dataset with 1.9M reactions from patents (1976-2016). Task: Predict the reactants needed to synthesize the given product. (1) Given the product [C:19]([O:18][C:16]([N:23]1[CH2:28][CH2:27][CH:26]([N:9]2[CH2:10][CH2:11][CH:6]([O:5][C:4]3[CH:12]=[CH:13][C:14]([Cl:15])=[C:2]([Cl:1])[CH:3]=3)[CH2:7][CH2:8]2)[CH2:25][CH2:24]1)=[O:17])([CH3:22])([CH3:20])[CH3:21], predict the reactants needed to synthesize it. The reactants are: [Cl:1][C:2]1[CH:3]=[C:4]([CH:12]=[CH:13][C:14]=1[Cl:15])[O:5][CH:6]1[CH2:11][CH2:10][NH:9][CH2:8][CH2:7]1.[C:16]([N:23]1[CH2:28][CH2:27][C:26](=O)[CH2:25][CH2:24]1)([O:18][C:19]([CH3:22])([CH3:21])[CH3:20])=[O:17].[BH-](OC(C)=O)(OC(C)=O)OC(C)=O.[Na+].[OH-].[Na+]. (2) Given the product [O:4]1[CH:5]=[C:6]([C:9]2[CH:14]=[CH:13][N:12]=[C:11]([S:15][CH3:16])[N:10]=2)[CH:7]=[N:2]1, predict the reactants needed to synthesize it. The reactants are: Cl.[NH2:2]O.[OH:4]/[CH:5]=[C:6](\[C:9]1[CH:14]=[CH:13][N:12]=[C:11]([S:15][CH3:16])[N:10]=1)/[CH:7]=O.C([O-])(O)=O.[Na+]. (3) Given the product [CH3:13][CH:11]1[CH2:10][C:9](=[O:14])[CH:8]=[C:7]([B:20]2[O:21][C:22]([CH3:24])([CH3:23])[C:18]([CH3:34])([CH3:17])[O:19]2)[CH2:12]1, predict the reactants needed to synthesize it. The reactants are: FC(F)(F)S(O[C:7]1[CH2:12][CH:11]([CH3:13])[CH2:10][C:9](=[O:14])[CH:8]=1)(=O)=O.[CH3:17][C:18]1([CH3:34])[C:22]([CH3:24])([CH3:23])[O:21][B:20]([B:20]2[O:21][C:22]([CH3:24])([CH3:23])[C:18]([CH3:34])([CH3:17])[O:19]2)[O:19]1.CC([O-])=O.[K+].ClCCl.